This data is from Forward reaction prediction with 1.9M reactions from USPTO patents (1976-2016). The task is: Predict the product of the given reaction. (1) Given the reactants C(O)C(N)(CO)CO.Cl.C1C=[N+]([C@@H]2O[C@H](COP(OP(OC[C@H]3O[C@@H](N4C5N=CN=C(N)C=5N=C4)[C@H](O)[C@@H]3O)(O)=O)(O)=O)[C@@H](O)[C@H]2O)C=C(C(N)=O)C=1.C1C=[N+]([C@@H]2O[C@H](COP(OP(OC[C@H]3O[C@@H](N4C5N=CN=C(N)C=5N=C4)[C@H](OP(O)(O)=O)[C@@H]3O)(O)=O)(O)=O)[C@@H](O)[C@H]2O)C=C(C(N)=O)C=1.N[C@H](C([O-])=O)CCC([O-])=O.[CH:112]1[CH:117]=[C:116]2[C:118]([CH2:121][C@@:122]([OH:132])([C:129]([OH:131])=[O:130])[CH2:123][C@H:124]([NH2:128])[C:125]([OH:127])=[O:126])=[CH:119][NH:120][C:115]2=[CH:114][CH:113]=1.O=C(CCC([O-])=O)C([O-])=O, predict the reaction product. The product is: [CH:112]1[CH:117]=[C:116]2[C:118]([CH2:121][C@@:122]([OH:132])([C:129]([OH:131])=[O:130])[CH2:123][C@H:124]([NH2:128])[C:125]([OH:127])=[O:126])=[CH:119][NH:120][C:115]2=[CH:114][CH:113]=1.[NH:120]1[C:115]2[C:116](=[CH:117][CH:112]=[CH:113][CH:114]=2)[C:118]([CH2:121][C:122](=[O:132])[C:129]([O-:131])=[O:130])=[CH:119]1. (2) Given the reactants [Si:1]([O:8][C@@H:9]1[C@@H:14]([CH3:15])[CH2:13][N:12]([C:16]2[CH:21]=[CH:20][N:19]=[CH:18][C:17]=2[N+:22]([O-])=O)[CH2:11][C@H:10]1[NH:25][C:26](=[O:32])[O:27][C:28]([CH3:31])([CH3:30])[CH3:29])([C:4]([CH3:7])([CH3:6])[CH3:5])([CH3:3])[CH3:2].[H][H], predict the reaction product. The product is: [NH2:22][C:17]1[CH:18]=[N:19][CH:20]=[CH:21][C:16]=1[N:12]1[CH2:13][C@H:14]([CH3:15])[C@@H:9]([O:8][Si:1]([C:4]([CH3:7])([CH3:6])[CH3:5])([CH3:3])[CH3:2])[C@H:10]([NH:25][C:26](=[O:32])[O:27][C:28]([CH3:31])([CH3:30])[CH3:29])[CH2:11]1.